Dataset: Forward reaction prediction with 1.9M reactions from USPTO patents (1976-2016). Task: Predict the product of the given reaction. (1) Given the reactants [CH3:1][O:2][C:3](=[O:15])[C:4]1[CH:9]=[CH:8][CH:7]=[C:6]([C:10]([F:13])([F:12])[F:11])[C:5]=1[CH3:14].[Br:16]N1C(=O)CCC1=O.C(OCC)(=O)C.CCCCCC, predict the reaction product. The product is: [CH3:1][O:2][C:3](=[O:15])[C:4]1[CH:9]=[CH:8][CH:7]=[C:6]([C:10]([F:12])([F:11])[F:13])[C:5]=1[CH2:14][Br:16]. (2) Given the reactants [NH2:1][C@H:2]1[CH2:6][CH2:5][N:4]([C:7]([C:9]2[CH:10]=[C:11]([CH:24]=[CH:25][C:26]=2[F:27])[CH2:12][C:13]2[C:22]3[C:17](=[CH:18][CH:19]=[CH:20][CH:21]=3)[C:16](=[O:23])[NH:15][N:14]=2)=[O:8])[CH2:3]1.[CH:28](=O)[C:29]1[CH:34]=[CH:33][CH:32]=[N:31][CH:30]=1.C(O[BH-](OC(=O)C)OC(=O)C)(=O)C.[Na+], predict the reaction product. The product is: [F:27][C:26]1[CH:25]=[CH:24][C:11]([CH2:12][C:13]2[C:22]3[C:17](=[CH:18][CH:19]=[CH:20][CH:21]=3)[C:16](=[O:23])[NH:15][N:14]=2)=[CH:10][C:9]=1[C:7]([N:4]1[CH2:5][CH2:6][C@H:2]([NH:1][CH2:28][C:29]2[CH:30]=[N:31][CH:32]=[CH:33][CH:34]=2)[CH2:3]1)=[O:8]. (3) Given the reactants [CH2:1]1[CH2:9][O:8][C:7]2[CH:6]=[CH:5][S:4][C:3]=2[O:2]1, predict the reaction product. The product is: [CH2:9]1[O:8][C:7]2[C:6](=[CH:5][S:4][CH:3]=2)[O:2][CH2:1]1. (4) Given the reactants [CH2:1]([C:8]1[N:9]=[C:10]2[C:15]([C:16]([F:19])([F:18])[F:17])=[CH:14][CH:13]=[CH:12][N:11]2[C:20]=1[C:21]1[CH:22]=[C:23]([OH:27])[CH:24]=[CH:25][CH:26]=1)[C:2]1[CH:7]=[CH:6][CH:5]=[CH:4][CH:3]=1.[CH3:28][S:29]([C:32]1[CH:33]=[C:34](B(O)O)[CH:35]=[CH:36][CH:37]=1)(=[O:31])=[O:30].N1C=CC=CC=1, predict the reaction product. The product is: [CH2:1]([C:8]1[N:9]=[C:10]2[C:15]([C:16]([F:19])([F:18])[F:17])=[CH:14][CH:13]=[CH:12][N:11]2[C:20]=1[C:21]1[CH:26]=[CH:25][CH:24]=[C:23]([O:27][C:36]2[CH:35]=[CH:34][CH:33]=[C:32]([S:29]([CH3:28])(=[O:31])=[O:30])[CH:37]=2)[CH:22]=1)[C:2]1[CH:7]=[CH:6][CH:5]=[CH:4][CH:3]=1. (5) Given the reactants [NH2:1][C:2]1[CH:7]=[C:6]([CH2:8][C:9]([O:11][CH2:12][CH3:13])=[O:10])[CH:5]=[CH:4][N:3]=1.[Br:14]Br, predict the reaction product. The product is: [NH2:1][C:2]1[CH:7]=[C:6]([CH2:8][C:9]([O:11][CH2:12][CH3:13])=[O:10])[C:5]([Br:14])=[CH:4][N:3]=1. (6) The product is: [NH2:9][C:7]([C:6]1[N:2]([CH3:1])[N:3]=[C:4]([CH2:11][CH2:12][CH3:13])[C:5]=1[NH:10][C:18]([CH2:17][O:16][CH2:15][C:14]([OH:21])=[O:20])=[O:19])=[O:8]. Given the reactants [CH3:1][N:2]1[C:6]([C:7]([NH2:9])=[O:8])=[C:5]([NH2:10])[C:4]([CH2:11][CH2:12][CH3:13])=[N:3]1.[C:14]1(=[O:21])[O:20][C:18](=[O:19])[CH2:17][O:16][CH2:15]1, predict the reaction product. (7) Given the reactants C([O:4][C:5](=[O:24])[CH:6]([O:11][C:12]1[CH:17]=[CH:16][C:15]([C:18]#[N:19])=[C:14]([C:20]([F:23])([F:22])[F:21])[CH:13]=1)[CH2:7][CH:8]([CH3:10])[CH3:9])(C)C.[Li+].[OH-], predict the reaction product. The product is: [C:18]([C:15]1[CH:16]=[CH:17][C:12]([O:11][CH:6]([CH2:7][CH:8]([CH3:10])[CH3:9])[C:5]([OH:24])=[O:4])=[CH:13][C:14]=1[C:20]([F:21])([F:23])[F:22])#[N:19].